From a dataset of Catalyst prediction with 721,799 reactions and 888 catalyst types from USPTO. Predict which catalyst facilitates the given reaction. (1) Reactant: [C:1]1([O:7][C:8]2[CH:9]=[N:10][C:11]3[C:16]([CH:17]=2)=[CH:15][CH:14]=[CH:13][C:12]=3[N:18]2[CH2:23][CH2:22][N:21](C(OC(C)(C)C)=O)[CH2:20][CH2:19]2)[CH:6]=[CH:5][CH:4]=[CH:3][CH:2]=1.[ClH:31]. Product: [ClH:31].[C:1]1([O:7][C:8]2[CH:9]=[N:10][C:11]3[C:16]([CH:17]=2)=[CH:15][CH:14]=[CH:13][C:12]=3[N:18]2[CH2:23][CH2:22][NH:21][CH2:20][CH2:19]2)[CH:2]=[CH:3][CH:4]=[CH:5][CH:6]=1. The catalyst class is: 12. (2) Product: [Si:3]([O:20][CH2:21][CH2:22][O:23][CH2:24][C@H:25]([O:36][C:38]1[C:39]2[N:46]=[N:45][N:44]([C:47]3[CH:52]=[CH:51][CH:50]=[CH:49][C:48]=3[Cl:53])[C:40]=2[N:41]=[CH:42][N:43]=1)[C:26]([NH:28][C:29]1[CH:34]=[CH:33][C:32]([CH3:35])=[CH:31][N:30]=1)=[O:27])([C:16]([CH3:19])([CH3:18])[CH3:17])([C:10]1[CH:11]=[CH:12][CH:13]=[CH:14][CH:15]=1)[C:4]1[CH:5]=[CH:6][CH:7]=[CH:8][CH:9]=1. The catalyst class is: 1. Reactant: [H-].[Na+].[Si:3]([O:20][CH2:21][CH2:22][O:23][CH2:24][C@H:25]([OH:36])[C:26]([NH:28][C:29]1[CH:34]=[CH:33][C:32]([CH3:35])=[CH:31][N:30]=1)=[O:27])([C:16]([CH3:19])([CH3:18])[CH3:17])([C:10]1[CH:15]=[CH:14][CH:13]=[CH:12][CH:11]=1)[C:4]1[CH:9]=[CH:8][CH:7]=[CH:6][CH:5]=1.Cl[C:38]1[C:39]2[N:46]=[N:45][N:44]([C:47]3[CH:52]=[CH:51][CH:50]=[CH:49][C:48]=3[Cl:53])[C:40]=2[N:41]=[CH:42][N:43]=1.C(O)(=O)CC(CC(O)=O)(C(O)=O)O. (3) Reactant: FC1C=C(F)C=CC=1C(Cl)=O.[CH3:12][O:13][C:14]1[CH:15]=[C:16]2[C:21](=[CH:22][C:23]=1[O:24][CH3:25])[N:20]=[CH:19][CH:18]=[C:17]2[O:26][C:27]1[CH:33]=[CH:32][C:30]([NH2:31])=[C:29]([F:34])[CH:28]=1.[F:35][C:36]1[CH:41]=[C:40]([F:42])[CH:39]=[CH:38][C:37]=1[C:43]([N:45]=[C:46]=[S:47])=[O:44]. Product: [F:35][C:36]1[CH:41]=[C:40]([F:42])[CH:39]=[CH:38][C:37]=1[C:43]([N:45]=[C:46]=[S:47])=[O:44].[F:35][C:36]1[CH:41]=[C:40]([F:42])[CH:39]=[CH:38][C:37]=1[C:43]([NH:45][C:46]([NH:31][C:30]1[CH:32]=[CH:33][C:27]([O:26][C:17]2[C:16]3[C:21](=[CH:22][C:23]([O:24][CH3:25])=[C:14]([O:13][CH3:12])[CH:15]=3)[N:20]=[CH:19][CH:18]=2)=[CH:28][C:29]=1[F:34])=[S:47])=[O:44]. The catalyst class is: 234. (4) Reactant: [F:1][C:2]([F:18])([C:9]([F:17])([F:16])[C:10]([F:15])([F:14])[CH:11]([F:13])[F:12])[CH2:3][CH:4]([C:7]#[N:8])[C:5]#[N:6].I[CH2:20][CH2:21][CH2:22][C:23]([F:26])([F:25])[F:24].C(=O)([O-])[O-].[K+].[K+].Cl. Product: [F:1][C:2]([F:18])([C:9]([F:16])([F:17])[C:10]([F:14])([F:15])[CH:11]([F:13])[F:12])[CH2:3][C:4]([CH2:20][CH2:21][CH2:22][C:23]([F:26])([F:25])[F:24])([C:7]#[N:8])[C:5]#[N:6]. The catalyst class is: 16. (5) Reactant: Cl[C:2]([O:4][C:5]1[CH:10]=[CH:9][CH:8]=[CH:7][CH:6]=1)=[O:3].[NH2:11][C:12]1([C:24]2[CH:29]=[CH:28][CH:27]=[CH:26][C:25]=2[O:30][CH2:31][CH3:32])[C:20]2[C:15](=[CH:16][CH:17]=[C:18]([C:21]#[N:22])[CH:19]=2)[NH:14][C:13]1=[O:23]. Product: [C:5]1([O:4][C:2](=[O:3])[NH:11][C:12]2([C:24]3[CH:29]=[CH:28][CH:27]=[CH:26][C:25]=3[O:30][CH2:31][CH3:32])[C:20]3[C:15](=[CH:16][CH:17]=[C:18]([C:21]#[N:22])[CH:19]=3)[NH:14][C:13]2=[O:23])[CH:10]=[CH:9][CH:8]=[CH:7][CH:6]=1. The catalyst class is: 17. (6) Reactant: [C:1]([O:4][CH2:5][CH:6]1[CH2:11][CH:10]([O:12]C2CCCCO2)[CH2:9][CH2:8][N:7]1[C:19]([O:21][C:22]([CH3:25])([CH3:24])[CH3:23])=[O:20])(=[O:3])[CH3:2].O.C1(C)C=CC(S(O)(=O)=O)=CC=1. Product: [C:1]([O:4][CH2:5][CH:6]1[CH2:11][CH:10]([OH:12])[CH2:9][CH2:8][N:7]1[C:19]([O:21][C:22]([CH3:25])([CH3:24])[CH3:23])=[O:20])(=[O:3])[CH3:2]. The catalyst class is: 5. (7) Reactant: [NH2:1][C:2]1[CH:7]=[CH:6][CH:5]=[CH:4][C:3]=1[NH:8][C:9]([NH:11][C:12]1[CH:17]=[CH:16][CH:15]=[CH:14][CH:13]=1)=[O:10].C(N(CC)CC)C.[C:25]1([S:35](Cl)(=[O:37])=[O:36])[C:34]2[C:29](=[CH:30][CH:31]=[CH:32][CH:33]=2)[CH:28]=[CH:27][CH:26]=1. Product: [C:12]1([NH:11][C:9](=[O:10])[NH:8][C:3]2[CH:4]=[CH:5][CH:6]=[CH:7][C:2]=2[NH:1][S:35]([C:25]2[C:34]3[C:29](=[CH:30][CH:31]=[CH:32][CH:33]=3)[CH:28]=[CH:27][CH:26]=2)(=[O:37])=[O:36])[CH:17]=[CH:16][CH:15]=[CH:14][CH:13]=1. The catalyst class is: 13. (8) Reactant: [Br:1][C:2]1[CH:9]=[CH:8][C:5]([CH2:6]Br)=[CH:4][CH:3]=1.[CH3:10][NH2:11].Cl. Product: [Br:1][C:2]1[CH:9]=[CH:8][C:5]([CH2:6][NH:11][CH3:10])=[CH:4][CH:3]=1. The catalyst class is: 7.